This data is from Full USPTO retrosynthesis dataset with 1.9M reactions from patents (1976-2016). The task is: Predict the reactants needed to synthesize the given product. Given the product [Cl:8][C:6]1[C:5]([Cl:9])=[CH:4][C:3]2[NH:10][C:14](=[O:15])[NH:1][C:2]=2[CH:7]=1, predict the reactants needed to synthesize it. The reactants are: [NH2:1][C:2]1[CH:7]=[C:6]([Cl:8])[C:5]([Cl:9])=[CH:4][C:3]=1[NH2:10].O.C1C[O:15][CH2:14]C1.